Dataset: Catalyst prediction with 721,799 reactions and 888 catalyst types from USPTO. Task: Predict which catalyst facilitates the given reaction. (1) Reactant: O1[C:5]2([CH2:10][CH2:9][CH:8]([CH:11]([NH:14][S:15]([C:18]([F:21])([F:20])[F:19])(=[O:17])=[O:16])[CH2:12][CH3:13])[CH2:7][CH2:6]2)[O:4]CC1.Cl. Product: [F:20][C:18]([F:19])([F:21])[S:15]([NH:14][CH:11]([CH:8]1[CH2:9][CH2:10][C:5](=[O:4])[CH2:6][CH2:7]1)[CH2:12][CH3:13])(=[O:16])=[O:17]. The catalyst class is: 23. (2) Reactant: Cl[CH2:2][C:3]([NH:5][C:6]1[CH:14]=[CH:13][C:9]([C:10]([NH2:12])=[O:11])=[CH:8][CH:7]=1)=[O:4].[NH:15]1[CH2:20][CH2:19][CH:18]([NH:21][C:22](=[O:28])[O:23][C:24]([CH3:27])([CH3:26])[CH3:25])[CH2:17][CH2:16]1.C1CCN2C(=NCCC2)CC1. Product: [C:10]([C:9]1[CH:13]=[CH:14][C:6]([NH:5][C:3](=[O:4])[CH2:2][N:15]2[CH2:16][CH2:17][CH:18]([NH:21][C:22](=[O:28])[O:23][C:24]([CH3:26])([CH3:25])[CH3:27])[CH2:19][CH2:20]2)=[CH:7][CH:8]=1)(=[O:11])[NH2:12]. The catalyst class is: 10. (3) Reactant: [C:1](N1C=CN=C1)(N1C=CN=C1)=[O:2].[CH3:13][N:14]([CH3:25])[CH2:15][CH2:16][O:17][C:18]1[CH:23]=[CH:22][C:21]([NH2:24])=[CH:20][CH:19]=1.[CH2:26]([O:33][C:34]1[CH:39]=[CH:38][C:37]([NH:40][CH2:41][CH:42]([O:45][CH3:46])[O:43][CH3:44])=[CH:36][CH:35]=1)[C:27]1[CH:32]=[CH:31][CH:30]=[CH:29][CH:28]=1. Product: [CH2:26]([O:33][C:34]1[CH:39]=[CH:38][C:37]([N:40]([CH2:41][CH:42]([O:45][CH3:46])[O:43][CH3:44])[C:1]([NH:24][C:21]2[CH:22]=[CH:23][C:18]([O:17][CH2:16][CH2:15][N:14]([CH3:25])[CH3:13])=[CH:19][CH:20]=2)=[O:2])=[CH:36][CH:35]=1)[C:27]1[CH:28]=[CH:29][CH:30]=[CH:31][CH:32]=1. The catalyst class is: 9. (4) Reactant: [F:1][C:2]1[CH:9]=[CH:8][C:5]([CH2:6][NH2:7])=[CH:4][CH:3]=1.[Br:10][CH2:11][C:12](Br)=[O:13].C(N(CC)CC)C. Product: [Br:10][CH2:11][C:12]([NH:7][CH2:6][C:5]1[CH:8]=[CH:9][C:2]([F:1])=[CH:3][CH:4]=1)=[O:13]. The catalyst class is: 13. (5) Reactant: C(N(C(C)C)CC)(C)C.C1(O[C:17](=[O:27])[NH:18][C:19]2[CH:24]=[CH:23][C:22]([C:25]#[N:26])=[CH:21][N:20]=2)C=CC=CC=1.[C:28]([O:32][C:33](=[O:47])[NH:34][CH2:35][CH2:36][CH2:37][O:38][C:39]1[CH:44]=[CH:43][C:42]([Cl:45])=[CH:41][C:40]=1[NH2:46])([CH3:31])([CH3:30])[CH3:29].CO. Product: [C:28]([O:32][C:33](=[O:47])[NH:34][CH2:35][CH2:36][CH2:37][O:38][C:39]1[CH:44]=[CH:43][C:42]([Cl:45])=[CH:41][C:40]=1[NH:46][C:17]([NH:18][C:19]1[CH:24]=[CH:23][C:22]([C:25]#[N:26])=[CH:21][N:20]=1)=[O:27])([CH3:31])([CH3:29])[CH3:30]. The catalyst class is: 16. (6) Reactant: [OH:1][C:2]1[CH:7]=[CH:6][C:5]([CH:8]([CH3:12])[C:9]([OH:11])=[O:10])=[CH:4][CH:3]=1.[CH2:13](Br)[C:14]1[CH:19]=[CH:18][CH:17]=[CH:16][CH:15]=1.[OH-].[Na+]. Product: [CH2:13]([O:1][C:2]1[CH:3]=[CH:4][C:5]([CH:8]([CH3:12])[C:9]([OH:11])=[O:10])=[CH:6][CH:7]=1)[C:14]1[CH:19]=[CH:18][CH:17]=[CH:16][CH:15]=1. The catalyst class is: 8.